This data is from Full USPTO retrosynthesis dataset with 1.9M reactions from patents (1976-2016). The task is: Predict the reactants needed to synthesize the given product. (1) Given the product [NH:1]1[C:5]2[CH:6]=[CH:7][C:8]([C:10]([N:12]3[CH2:21][C@H:20]4[C@H:14]([CH2:15][CH2:16][N:17]([C:22](=[O:37])[CH2:23][CH2:24][C:25]5[CH:30]=[CH:29][C:28]([O:31][C:32]([F:35])([F:33])[F:34])=[C:27]([F:36])[CH:26]=5)[CH2:18][CH2:19]4)[CH2:13]3)=[O:11])=[CH:9][C:4]=2[N:3]=[N:2]1, predict the reactants needed to synthesize it. The reactants are: [NH:1]1[C:5]2[CH:6]=[CH:7][C:8]([C:10]([N:12]3[CH2:21][C@H:20]4[C@H:14]([CH2:15][CH2:16][N:17]([C:22](=[O:37])/[CH:23]=[CH:24]/[C:25]5[CH:30]=[CH:29][C:28]([O:31][C:32]([F:35])([F:34])[F:33])=[C:27]([F:36])[CH:26]=5)[CH2:18][CH2:19]4)[CH2:13]3)=[O:11])=[CH:9][C:4]=2[N:3]=[N:2]1. (2) The reactants are: [OH-].[Na+].C[O:4][C:5](=[O:44])[C@H:6]([CH2:40][CH2:41][S:42][CH3:43])[NH:7][C:8](=[O:39])[CH2:9][C@H:10]1[O:16][C@H:15]([C:17]2[CH:22]=[CH:21][CH:20]=[C:19]([O:23][CH3:24])[C:18]=2[O:25][CH3:26])[C:14]2[CH:27]=[C:28]([Cl:31])[CH:29]=[CH:30][C:13]=2[N:12]([CH2:32][C:33]([CH3:37])([CH3:36])[CH2:34][OH:35])[C:11]1=[O:38].O. Given the product [Cl:31][C:28]1[CH:29]=[CH:30][C:13]2[N:12]([CH2:32][C:33]([CH3:37])([CH3:36])[CH2:34][OH:35])[C:11](=[O:38])[C@@H:10]([CH2:9][C:8]([NH:7][C@H:6]([C:5]([OH:44])=[O:4])[CH2:40][CH2:41][S:42][CH3:43])=[O:39])[O:16][C@H:15]([C:17]3[CH:22]=[CH:21][CH:20]=[C:19]([O:23][CH3:24])[C:18]=3[O:25][CH3:26])[C:14]=2[CH:27]=1, predict the reactants needed to synthesize it. (3) Given the product [C:12]([CH2:2][C:3]1[CH:4]=[C:5]([CH:8]=[C:9]([CH3:11])[CH:10]=1)[C:6]#[N:7])#[N:13], predict the reactants needed to synthesize it. The reactants are: Br[CH2:2][C:3]1[CH:4]=[C:5]([CH:8]=[C:9]([CH3:11])[CH:10]=1)[C:6]#[N:7].[C-:12]#[N:13].[K+]. (4) The reactants are: [CH3:1][NH2:2].[CH2:3]([O:10][C:11]1[C:16](=[O:17])[CH:15]=[C:14]([CH3:18])O[C:12]=1[C:19]([OH:21])=[O:20])[C:4]1[CH:9]=[CH:8][CH:7]=[CH:6][CH:5]=1. Given the product [CH3:1][NH2:2].[CH2:3]([O:10][C:11]1[C:16](=[O:17])[CH:15]=[C:14]([CH3:18])[N:2]([CH3:1])[C:12]=1[C:19]([OH:21])=[O:20])[C:4]1[CH:9]=[CH:8][CH:7]=[CH:6][CH:5]=1, predict the reactants needed to synthesize it.